This data is from Catalyst prediction with 721,799 reactions and 888 catalyst types from USPTO. The task is: Predict which catalyst facilitates the given reaction. Reactant: [N:1]1([CH2:7][C@@H:8]2[CH2:13][CH2:12][CH2:11][N:10]([C:14]([O:16][C:17]([CH3:20])([CH3:19])[CH3:18])=[O:15])[CH2:9]2)[CH2:6][CH2:5][NH:4][CH2:3][CH2:2]1.[C:21]1([N:27]=[C:28]=[O:29])[CH:26]=[CH:25][CH:24]=[CH:23][CH:22]=1. Product: [NH:27]([C:28]([N:4]1[CH2:5][CH2:6][N:1]([CH2:7][C@@H:8]2[CH2:13][CH2:12][CH2:11][N:10]([C:14]([O:16][C:17]([CH3:20])([CH3:19])[CH3:18])=[O:15])[CH2:9]2)[CH2:2][CH2:3]1)=[O:29])[C:21]1[CH:26]=[CH:25][CH:24]=[CH:23][CH:22]=1. The catalyst class is: 224.